This data is from Full USPTO retrosynthesis dataset with 1.9M reactions from patents (1976-2016). The task is: Predict the reactants needed to synthesize the given product. (1) Given the product [CH:1]1([C:7]([CH:20]2[CH2:25][CH2:24][CH2:23][CH2:22][CH2:21]2)=[CH:8][CH:9]2[CH2:16][CH:15]3[N:17]([CH3:18])[CH:11]([CH2:12][CH2:13][CH2:14]3)[CH2:10]2)[CH2:2][CH2:3][CH2:4][CH2:5][CH2:6]1, predict the reactants needed to synthesize it. The reactants are: [CH:1]1([C:7]([CH:20]2[CH2:25][CH2:24][CH2:23][CH2:22][CH2:21]2)(O)[CH2:8][CH:9]2[CH2:16][CH:15]3[N:17]([CH3:18])[CH:11]([CH2:12][CH2:13][CH2:14]3)[CH2:10]2)[CH2:6][CH2:5][CH2:4][CH2:3][CH2:2]1.Cl. (2) The reactants are: [C:1]([CH:3]([C:9]1[CH:14]=[CH:13][CH:12]=[CH:11][CH:10]=1)[CH:4]([CH3:8])[C:5]([OH:7])=O)#N.[CH3:15][OH:16].[OH:17]S(O)(=O)=O. Given the product [CH3:15][O:16][C:1]([CH:3]1[C:9]2[C:14](=[CH:13][CH:12]=[CH:11][CH:10]=2)[C:5](=[O:7])[CH:4]1[CH3:8])=[O:17], predict the reactants needed to synthesize it. (3) The reactants are: [CH3:1][N:2]1[CH2:7][CH2:6][CH:5]([CH2:8][O:9][C:10]2[CH:11]=[C:12]([CH:15]=[CH:16][CH:17]=2)[C:13]#[N:14])[CH2:4][CH2:3]1. Given the product [CH3:1][N:2]1[CH2:3][CH2:4][CH:5]([CH2:8][O:9][C:10]2[CH:11]=[C:12]([CH2:13][NH2:14])[CH:15]=[CH:16][CH:17]=2)[CH2:6][CH2:7]1, predict the reactants needed to synthesize it. (4) The reactants are: [NH2:1][C:2]1[CH:7]=[CH:6][CH:5]=[CH:4][CH:3]=1.[CH2:8]([Si:11]([CH3:14])([CH3:13])[CH3:12])[CH:9]=[CH2:10].[Cl-].[Cl-].[Cl-].[Al+3].[Al].[OH-].[Na+]. Given the product [CH3:10][CH:9]([C:3]1[CH:4]=[CH:5][CH:6]=[CH:7][C:2]=1[NH2:1])[CH2:8][Si:11]([CH3:14])([CH3:13])[CH3:12], predict the reactants needed to synthesize it.